This data is from Reaction yield outcomes from USPTO patents with 853,638 reactions. The task is: Predict the reaction yield, written as a fraction of the theoretical maximum amount of product (1.0 means a 100% yield; for example, 0.34 means a 34% yield). (1) The product is [C:1]([O:5][C:6]([N:8]1[CH2:12][CH2:11][CH2:10][CH:9]1[C:13]1[NH:14][C:15]([C:18]2[S:22][CH:21]3[CH:23]=[C:24]([B:27]4[O:31][C:30]([CH3:33])([CH3:32])[C:29]([CH3:35])([CH3:34])[O:28]4)[S:25][CH:20]3[CH:19]=2)=[CH:16][N:17]=1)=[O:7])([CH3:4])([CH3:3])[CH3:2]. The catalyst is O1CCOCC1.C1C=CC(P(C2C=CC=CC=2)[C-]2C=CC=C2)=CC=1.C1C=CC(P(C2C=CC=CC=2)[C-]2C=CC=C2)=CC=1.Cl[Pd]Cl.[Fe+2]. The reactants are [C:1]([O:5][C:6]([N:8]1[CH2:12][CH2:11][CH2:10][CH:9]1[C:13]1[NH:14][C:15]([C:18]2[S:22][CH:21]3[CH:23]=[C:24](Br)[S:25][CH:20]3[CH:19]=2)=[CH:16][N:17]=1)=[O:7])([CH3:4])([CH3:3])[CH3:2].[B:27]1([B:27]2[O:31][C:30]([CH3:33])([CH3:32])[C:29]([CH3:35])([CH3:34])[O:28]2)[O:31][C:30]([CH3:33])([CH3:32])[C:29]([CH3:35])([CH3:34])[O:28]1.CC([O-])=O.[K+]. The yield is 0.530. (2) The reactants are [Cl:1][C:2]1[CH:3]=[C:4]2[C:12](=[C:13]([NH2:22])[C:14]=1[N:15]1[CH2:20][CH2:19][N:18]([CH3:21])[CH2:17][CH2:16]1)[NH:11][C:10]1[CH:9]=[N:8][CH:7]=[CH:6][C:5]2=1.[Cl:23][C:24]1[N:32]=[CH:31][CH:30]=[CH:29][C:25]=1[C:26](O)=[O:27]. No catalyst specified. The product is [Cl:23][C:24]1[N:32]=[CH:31][CH:30]=[CH:29][C:25]=1[C:26]([NH:22][C:13]1[C:14]([N:15]2[CH2:20][CH2:19][N:18]([CH3:21])[CH2:17][CH2:16]2)=[C:2]([Cl:1])[CH:3]=[C:4]2[C:12]=1[NH:11][C:10]1[CH:9]=[N:8][CH:7]=[CH:6][C:5]2=1)=[O:27]. The yield is 0.250. (3) The yield is 0.350. The product is [O:11]1[CH:15]=[CH:14][CH:13]=[C:12]1[CH2:16][N:17]([CH2:2][C:3]1[CH:8]=[CH:7][CH:6]=[C:5]([O:9][CH3:10])[CH:4]=1)[S:18]([C:21]1[CH:29]=[CH:28][C:24]([C:25]([OH:27])=[O:26])=[CH:23][CH:22]=1)(=[O:20])=[O:19]. The reactants are Br[CH2:2][C:3]1[CH:8]=[CH:7][CH:6]=[C:5]([O:9][CH3:10])[CH:4]=1.[O:11]1[CH:15]=[CH:14][CH:13]=[C:12]1[CH2:16][NH:17][S:18]([C:21]1[CH:29]=[CH:28][C:24]([C:25]([OH:27])=[O:26])=[CH:23][CH:22]=1)(=[O:20])=[O:19]. No catalyst specified.